This data is from Reaction yield outcomes from USPTO patents with 853,638 reactions. The task is: Predict the reaction yield, written as a fraction of the theoretical maximum amount of product (1.0 means a 100% yield; for example, 0.34 means a 34% yield). (1) The reactants are Cl.Cl.[CH3:3][Si:4]([CH3:31])([CH3:30])[CH2:5][CH2:6][O:7][CH2:8][N:9]1[C:13]2[N:14]=[CH:15][N:16]=[C:17]([C:18]3[CH:19]=[N:20][N:21]([C:23]4([CH2:27][C:28]#[N:29])[CH2:26][NH:25][CH2:24]4)[CH:22]=3)[C:12]=2[CH:11]=[CH:10]1.Br[C:33]1[CH:42]=[CH:41][C:36]([C:37]([O:39][CH3:40])=[O:38])=[CH:35][CH:34]=1.C(=O)([O-])[O-].[Cs+].[Cs+].C1(PC2C=CC=CC=2)C=CC=CC=1. The catalyst is C1(C)C=CC=CC=1.C([O-])(=O)C.[Pd+2].C([O-])(=O)C. The product is [C:28]([CH2:27][C:23]1([N:21]2[CH:22]=[C:18]([C:17]3[C:12]4[CH:11]=[CH:10][N:9]([CH2:8][O:7][CH2:6][CH2:5][Si:4]([CH3:30])([CH3:3])[CH3:31])[C:13]=4[N:14]=[CH:15][N:16]=3)[CH:19]=[N:20]2)[CH2:24][N:25]([C:33]2[CH:42]=[CH:41][C:36]([C:37]([O:39][CH3:40])=[O:38])=[CH:35][CH:34]=2)[CH2:26]1)#[N:29]. The yield is 0.870. (2) The reactants are O[C:2]([C:5]1[S:9][C:8]([NH:10]C(=O)OC(C)(C)C)=[N:7][C:6]=1[CH2:18][CH2:19][O:20]C1CCCCO1)([CH3:4])[CH3:3].Cl.[OH-].[Na+]. The catalyst is C1COCC1. The product is [CH3:4][C:2]1([CH3:3])[C:5]2[S:9][C:8]([NH2:10])=[N:7][C:6]=2[CH2:18][CH2:19][O:20]1. The yield is 0.510. (3) The reactants are [Cl:1][C:2]1[CH:7]=[CH:6][C:5]([CH2:8][C:9]([OH:11])=O)=[CH:4][CH:3]=1.C(N1C=CN=C1)(N1C=CN=C1)=O.Cl.[NH2:25][CH2:26][C:27]1[CH:28]=[C:29]2[C:34](=[CH:35][CH:36]=1)[N:33]=[C:32]([CH3:37])[N:31]([CH:38]1[CH2:43][CH2:42][C:41](=[O:44])[NH:40][C:39]1=[O:45])[C:30]2=[O:46]. The catalyst is CN(C=O)C. The product is [Cl:1][C:2]1[CH:3]=[CH:4][C:5]([CH2:8][C:9]([NH:25][CH2:26][C:27]2[CH:28]=[C:29]3[C:34](=[CH:35][CH:36]=2)[N:33]=[C:32]([CH3:37])[N:31]([CH:38]2[CH2:43][CH2:42][C:41](=[O:44])[NH:40][C:39]2=[O:45])[C:30]3=[O:46])=[O:11])=[CH:6][CH:7]=1. The yield is 0.700. (4) The reactants are [CH:1]([N:14]1[CH2:17][C:16](=O)[CH2:15]1)([C:8]1[CH:13]=[CH:12][CH:11]=[CH:10][CH:9]=1)[C:2]1[CH:7]=[CH:6][CH:5]=[CH:4][CH:3]=1.[CH2:19]([NH2:26])[C:20]1[CH:25]=[CH:24][CH:23]=[CH:22][CH:21]=1.C(O)(=O)C.[C-:31]#[N:32].[Na+]. The catalyst is CO. The product is [CH:1]([N:14]1[CH2:17][C:16]([NH:26][CH2:19][C:20]2[CH:25]=[CH:24][CH:23]=[CH:22][CH:21]=2)([C:31]#[N:32])[CH2:15]1)([C:8]1[CH:13]=[CH:12][CH:11]=[CH:10][CH:9]=1)[C:2]1[CH:7]=[CH:6][CH:5]=[CH:4][CH:3]=1. The yield is 0.720. (5) The reactants are Cl[CH2:2][C:3]1[N:7]([CH3:8])[N:6]=[CH:5][C:4]=1[CH3:9].[C-:10]#[N:11].[K+]. The catalyst is CC#N.O. The product is [CH3:8][N:7]1[C:3]([CH2:2][C:10]#[N:11])=[C:4]([CH3:9])[CH:5]=[N:6]1. The yield is 0.640. (6) The reactants are [F:1][C:2]1[C:3]([C:20]([F:23])([F:22])[F:21])=[C:4]([CH:17]=[CH:18][CH:19]=1)[CH2:5][N:6]1[CH2:11][CH2:10][NH:9][C:8]2[N:12]=[CH:13][C:14](I)=[CH:15][C:7]1=2.[CH3:24][N:25]1[CH2:30][CH2:29][N:28]([C:31]2[CH:36]=[CH:35][C:34](B3OC(C)(C)C(C)(C)O3)=[CH:33][N:32]=2)[CH2:27][CH2:26]1. No catalyst specified. The product is [F:1][C:2]1[C:3]([C:20]([F:23])([F:22])[F:21])=[C:4]([CH:17]=[CH:18][CH:19]=1)[CH2:5][N:6]1[CH2:11][CH2:10][NH:9][C:8]2[N:12]=[CH:13][C:14]([C:34]3[CH:33]=[N:32][C:31]([N:28]4[CH2:27][CH2:26][N:25]([CH3:24])[CH2:30][CH2:29]4)=[CH:36][CH:35]=3)=[CH:15][C:7]1=2. The yield is 0.310. (7) The reactants are I(O)(=O)(=O)=[O:2].[CH:6]([C:8]1[O:9][C:10]2[CH:16]=[C:15]([C:17]([O:19][CH2:20][CH3:21])=[O:18])[CH:14]=[C:13]([O:22][C:23]3[CH:28]=[CH:27][C:26]([S:29]([CH3:32])(=[O:31])=[O:30])=[CH:25][CH:24]=3)[C:11]=2[CH:12]=1)=[O:7]. The catalyst is CC#N.C(OCC)(=O)C.C1C=CC(N=NC2C=CC(N)=NC=2N)=CC=1.Cl.[Cr](F)([O-])(=O)=O. The product is [CH2:20]([O:19][C:17]([C:15]1[CH:14]=[C:13]([O:22][C:23]2[CH:28]=[CH:27][C:26]([S:29]([CH3:32])(=[O:31])=[O:30])=[CH:25][CH:24]=2)[C:11]2[CH:12]=[C:8]([C:6]([OH:2])=[O:7])[O:9][C:10]=2[CH:16]=1)=[O:18])[CH3:21]. The yield is 0.950.